From a dataset of Forward reaction prediction with 1.9M reactions from USPTO patents (1976-2016). Predict the product of the given reaction. (1) Given the reactants O=C1C2C(=CC=CC=2)C(=O)[N:3]1[CH2:12][CH2:13][C:14]1[CH:15]=[C:16]2[C:22]3([CH2:27][CH2:26][N:25]([C:28]([O:30][C:31]([CH3:34])([CH3:33])[CH3:32])=[O:29])[CH2:24][CH2:23]3)[CH2:21][N:20]([C:35]3[C:36]4[C@H:43]([CH3:44])[CH2:42][CH2:41][C:37]=4[N:38]=[CH:39][N:40]=3)[C:17]2=[CH:18][CH:19]=1.O.NN, predict the reaction product. The product is: [NH2:3][CH2:12][CH2:13][C:14]1[CH:15]=[C:16]2[C:22]3([CH2:27][CH2:26][N:25]([C:28]([O:30][C:31]([CH3:34])([CH3:32])[CH3:33])=[O:29])[CH2:24][CH2:23]3)[CH2:21][N:20]([C:35]3[C:36]4[C@H:43]([CH3:44])[CH2:42][CH2:41][C:37]=4[N:38]=[CH:39][N:40]=3)[C:17]2=[CH:18][CH:19]=1. (2) Given the reactants [F:1][C:2]1[CH:7]=[C:6]([F:8])[CH:5]=[CH:4][C:3]=1[N:9]=[C:10]=[S:11].[H-].[Na+].[Cl:14][C:15]1[CH:20]=[C:19]([Cl:21])[CH:18]=[CH:17][C:16]=1[CH2:22][C:23](=[O:25])[CH3:24].O, predict the reaction product. The product is: [C:23]([CH:22]([C:16]1[CH:17]=[CH:18][C:19]([Cl:21])=[CH:20][C:15]=1[Cl:14])[C:10](=[S:11])[NH:9][C:3]1[CH:4]=[CH:5][C:6]([F:8])=[CH:7][C:2]=1[F:1])(=[O:25])[CH3:24]. (3) Given the reactants [F:1][C:2]([F:23])([C:17]1[CH:22]=[CH:21][N:20]=[CH:19][CH:18]=1)[CH2:3][NH:4][C:5]1[C:6](=[O:16])[N:7]([CH2:12][C:13]([OH:15])=O)[C:8]([CH3:11])=[CH:9][N:10]=1.[F:24][C:25]([F:34])([C:28]1[CH:33]=[CH:32][CH:31]=[CH:30][N:29]=1)[CH2:26][NH2:27], predict the reaction product. The product is: [F:34][C:25]([F:24])([C:28]1[CH:33]=[CH:32][CH:31]=[CH:30][N:29]=1)[CH2:26][NH:27][C:13](=[O:15])[CH2:12][N:7]1[C:8]([CH3:11])=[CH:9][N:10]=[C:5]([NH:4][CH2:3][C:2]([F:1])([F:23])[C:17]2[CH:22]=[CH:21][N:20]=[CH:19][CH:18]=2)[C:6]1=[O:16]. (4) Given the reactants [CH3:1][O:2][C:3]1[N:8]=[C:7]2[C:9]([C:13]3[N:32](S(C4C=CC(C)=CC=4)(=O)=O)[C:16]4=[N:17][CH:18]=[CH:19][C:20]([CH2:21][NH:22][CH2:23][CH2:24][CH2:25][N:26]5[CH2:31][CH2:30][CH2:29][CH2:28][CH2:27]5)=[C:15]4[CH:14]=3)=[CH:10][N:11]([CH3:12])[C:6]2=[CH:5][C:4]=1[O:43][CH3:44].[OH-].[K+], predict the reaction product. The product is: [CH3:1][O:2][C:3]1[N:8]=[C:7]2[C:9]([C:13]3[NH:32][C:16]4=[N:17][CH:18]=[CH:19][C:20]([CH2:21][NH:22][CH2:23][CH2:24][CH2:25][N:26]5[CH2:31][CH2:30][CH2:29][CH2:28][CH2:27]5)=[C:15]4[CH:14]=3)=[CH:10][N:11]([CH3:12])[C:6]2=[CH:5][C:4]=1[O:43][CH3:44]. (5) Given the reactants [OH:1][CH:2]1[CH2:7][CH2:6][N:5]([C:8]([O:10][C:11]([CH3:14])([CH3:13])[CH3:12])=[O:9])[CH2:4][CH2:3]1.[H-].[Na+].Cl[C:18]1[CH:23]=[C:22]([C:24]([F:27])([F:26])[F:25])[C:21]([Cl:28])=[CH:20][N:19]=1, predict the reaction product. The product is: [Cl:28][C:21]1[C:22]([C:24]([F:27])([F:25])[F:26])=[CH:23][C:18]([O:1][CH:2]2[CH2:3][CH2:4][N:5]([C:8]([O:10][C:11]([CH3:14])([CH3:13])[CH3:12])=[O:9])[CH2:6][CH2:7]2)=[N:19][CH:20]=1. (6) Given the reactants [F:1][C:2]1[CH:9]=[CH:8][C:7]([NH:10][CH3:11])=[CH:6][C:3]=1[C:4]#N.[H-].C([Al+]CC(C)C)C(C)C.Cl.[OH-:23].[Na+], predict the reaction product. The product is: [F:1][C:2]1[CH:9]=[CH:8][C:7]([NH:10][CH3:11])=[CH:6][C:3]=1[CH:4]=[O:23]. (7) Given the reactants [CH3:1][S:2]([N:5]1[CH2:10][CH2:9][CH:8]([C:11](OCC)=[O:12])[CH2:7][CH2:6]1)(=[O:4])=[O:3].[H-].[Al+3].[Li+].[H-].[H-].[H-], predict the reaction product. The product is: [CH3:1][S:2]([N:5]1[CH2:10][CH2:9][CH:8]([CH2:11][OH:12])[CH2:7][CH2:6]1)(=[O:4])=[O:3]. (8) Given the reactants C(OC([NH:11][CH:12]1[N:18]=[C:17]([CH:19]2[CH2:24][CH2:23][CH2:22][CH2:21][CH2:20]2)[C:16]2[CH:25]=[CH:26][CH:27]=[C:28]([CH3:29])[C:15]=2[N:14]([CH2:30][C:31]2[N:32]=[CH:33][N:34](C(C3C=CC=CC=3)(C3C=CC=CC=3)C3C=CC=CC=3)[CH:35]=2)[C:13]1=[O:55])=O)C1C=CC=CC=1.Br.C(OCC)(=O)C, predict the reaction product. The product is: [NH2:11][CH:12]1[N:18]=[C:17]([CH:19]2[CH2:20][CH2:21][CH2:22][CH2:23][CH2:24]2)[C:16]2[CH:25]=[CH:26][CH:27]=[C:28]([CH3:29])[C:15]=2[N:14]([CH2:30][C:31]2[N:32]=[CH:33][NH:34][CH:35]=2)[C:13]1=[O:55]. (9) Given the reactants [CH:1]([C:3]1[CH:12]=[CH:11][C:10]([CH3:13])=[CH:9][C:4]=1[O:5][CH2:6][C:7]#N)=O.[OH-:14].[K+].Cl.[OH2:17], predict the reaction product. The product is: [CH3:13][C:10]1[CH:11]=[CH:12][C:3]2[CH:1]=[C:6]([C:7]([OH:17])=[O:14])[O:5][C:4]=2[CH:9]=1.